Dataset: Reaction yield outcomes from USPTO patents with 853,638 reactions. Task: Predict the reaction yield, written as a fraction of the theoretical maximum amount of product (1.0 means a 100% yield; for example, 0.34 means a 34% yield). The catalyst is C(Cl)Cl.CN(C=O)C. The yield is 0.730. The reactants are [C:1]([C:5]1[CH:9]=[C:8]([NH:10][C:11](=[O:36])[NH:12][C:13]2[C:22]3[C:17](=[CH:18][CH:19]=[CH:20][CH:21]=3)[C:16]([O:23][CH2:24][C:25]3[CH:30]=[CH:29][N:28]=[C:27]([NH:31][C:32](=[O:35])[CH2:33]Cl)[CH:26]=3)=[CH:15][CH:14]=2)[N:7]([C:37]2[CH:42]=[CH:41][C:40]([CH3:43])=[CH:39][CH:38]=2)[N:6]=1)([CH3:4])([CH3:3])[CH3:2].CCN(C(C)C)C(C)C.[CH3:53][O:54][CH2:55][CH2:56][N:57]1[CH2:62][CH2:61][NH:60][CH2:59][CH2:58]1. The product is [C:1]([C:5]1[CH:9]=[C:8]([NH:10][C:11](=[O:36])[NH:12][C:13]2[C:22]3[C:17](=[CH:18][CH:19]=[CH:20][CH:21]=3)[C:16]([O:23][CH2:24][C:25]3[CH:30]=[CH:29][N:28]=[C:27]([NH:31][C:32](=[O:35])[CH2:33][N:60]4[CH2:61][CH2:62][N:57]([CH2:56][CH2:55][O:54][CH3:53])[CH2:58][CH2:59]4)[CH:26]=3)=[CH:15][CH:14]=2)[N:7]([C:37]2[CH:42]=[CH:41][C:40]([CH3:43])=[CH:39][CH:38]=2)[N:6]=1)([CH3:4])([CH3:3])[CH3:2].